Dataset: Full USPTO retrosynthesis dataset with 1.9M reactions from patents (1976-2016). Task: Predict the reactants needed to synthesize the given product. (1) Given the product [NH:35]1[C:36]2[C:41](=[CH:40][CH:39]=[CH:38][CH:37]=2)[C:33]([C:30]2[CH2:29][CH2:28][N:27]([CH2:11][CH:8]3[O:7][C:6]4=[C:23]5[C:2](=[CH:3][CH:4]=[C:5]4[O:10][CH2:9]3)[N:1]=[C:47]([CH3:48])[N+:25]([O-:26])=[CH:24]5)[CH2:32][CH:31]=2)=[CH:34]1, predict the reactants needed to synthesize it. The reactants are: [NH2:1][C:2]1[CH:3]=[CH:4][C:5]2[O:10][CH2:9][C@H:8]([CH2:11]OS(C3C=CC(C)=CC=3)(=O)=O)[O:7][C:6]=2[C:23]=1[CH:24]=[N:25][OH:26].[NH:27]1[CH2:32][CH:31]=[C:30]([C:33]2[C:41]3[C:36](=[CH:37][CH:38]=[CH:39][CH:40]=3)[NH:35][CH:34]=2)[CH2:29][CH2:28]1.C(=O)(O)[O-].[Na+].[C:47](OCC)(OCC)(OCC)[CH3:48]. (2) Given the product [CH:1]1([CH2:5][NH:6][C:7]([C:9]2[C:10]([NH:20][C:21]([C:23]3[C:32]4[C:27](=[CH:28][CH:29]=[CH:30][CH:31]=4)[C:26]([CH2:33][N:34]4[CH:38]=[CH:37][N:36]=[N:35]4)=[CH:25][CH:24]=3)=[O:22])=[CH:11][CH:12]=[C:13]([O:15][CH2:16][C:17](=[O:19])[NH:46][CH2:39][C:40]3[CH:45]=[CH:44][CH:43]=[CH:42][CH:41]=3)[N:14]=2)=[O:8])[CH2:4][CH2:3][CH2:2]1, predict the reactants needed to synthesize it. The reactants are: [CH:1]1([CH2:5][NH:6][C:7]([C:9]2[N:14]=[C:13]([O:15][CH2:16][C:17]([OH:19])=O)[CH:12]=[CH:11][C:10]=2[NH:20][C:21]([C:23]2[C:32]3[C:27](=[CH:28][CH:29]=[CH:30][CH:31]=3)[C:26]([CH2:33][N:34]3[CH:38]=[CH:37][N:36]=[N:35]3)=[CH:25][CH:24]=2)=[O:22])=[O:8])[CH2:4][CH2:3][CH2:2]1.[CH2:39]([NH2:46])[C:40]1[CH:45]=[CH:44][CH:43]=[CH:42][CH:41]=1. (3) The reactants are: Br[C:2]1[CH:3]=[CH:4][C:5]2[N:9]=[C:8]([CH3:10])[N:7]([C@H:11]3[CH2:15][CH2:14][N:13]([C:16]([O:18][C:19]([CH3:22])([CH3:21])[CH3:20])=[O:17])[CH2:12]3)[C:6]=2[CH:23]=1.[B:24]1([B:24]2[O:28][C:27]([CH3:30])([CH3:29])[C:26]([CH3:32])([CH3:31])[O:25]2)[O:28][C:27]([CH3:30])([CH3:29])[C:26]([CH3:32])([CH3:31])[O:25]1.C(Cl)Cl.CC([O-])=O.[K+]. Given the product [CH3:10][C:8]1[N:7]([C@H:11]2[CH2:15][CH2:14][N:13]([C:16]([O:18][C:19]([CH3:22])([CH3:21])[CH3:20])=[O:17])[CH2:12]2)[C:6]2[CH:23]=[C:2]([B:24]3[O:28][C:27]([CH3:30])([CH3:29])[C:26]([CH3:32])([CH3:31])[O:25]3)[CH:3]=[CH:4][C:5]=2[N:9]=1, predict the reactants needed to synthesize it. (4) Given the product [C:1]([O:5][C:6]([N:8]1[CH2:13][CH:12]=[C:11]([C:14]2[N:23]([S:24]([C:27]3[CH:32]=[CH:31][CH:30]=[CH:29][CH:28]=3)(=[O:26])=[O:25])[C:17]3[N:18]=[CH:19][N:20]=[C:21]([NH:33][C:34]4[CH:35]=[C:36]5[C:40](=[CH:41][CH:42]=4)[NH:39][CH:38]=[CH:37]5)[C:16]=3[CH:15]=2)[CH2:10][CH2:9]1)=[O:7])([CH3:4])([CH3:3])[CH3:2], predict the reactants needed to synthesize it. The reactants are: [C:1]([O:5][C:6]([N:8]1[CH2:13][CH:12]=[C:11]([C:14]2[N:23]([S:24]([C:27]3[CH:32]=[CH:31][CH:30]=[CH:29][CH:28]=3)(=[O:26])=[O:25])[C:17]3[N:18]=[CH:19][N:20]=[C:21](Cl)[C:16]=3[CH:15]=2)[CH2:10][CH2:9]1)=[O:7])([CH3:4])([CH3:3])[CH3:2].[NH2:33][C:34]1[CH:35]=[C:36]2[C:40](=[CH:41][CH:42]=1)[NH:39][CH:38]=[CH:37]2. (5) Given the product [C:16]([C:12]1[C:9]2[C:10]([CH3:11])=[C:6]([C:4]([OH:5])=[O:3])[O:7][C:8]=2[CH:15]=[CH:14][CH:13]=1)#[N:17], predict the reactants needed to synthesize it. The reactants are: C([O:3][C:4]([C:6]1[O:7][C:8]2[CH:15]=[CH:14][CH:13]=[C:12]([C:16]#[N:17])[C:9]=2[C:10]=1[CH3:11])=[O:5])C.CO.[Li+].[OH-].